Dataset: Peptide-MHC class I binding affinity with 185,985 pairs from IEDB/IMGT. Task: Regression. Given a peptide amino acid sequence and an MHC pseudo amino acid sequence, predict their binding affinity value. This is MHC class I binding data. (1) The peptide sequence is FRDEAGAIL. The MHC is HLA-B46:01 with pseudo-sequence HLA-B46:01. The binding affinity (normalized) is 0.0847. (2) The peptide sequence is FSHLNQCQI. The MHC is H-2-Kb with pseudo-sequence H-2-Kb. The binding affinity (normalized) is 0.106. (3) The peptide sequence is WKQWRRDNR. The MHC is HLA-B27:05 with pseudo-sequence HLA-B27:05. The binding affinity (normalized) is 0.388. (4) The peptide sequence is HSRRSRRSL. The MHC is HLA-A02:16 with pseudo-sequence HLA-A02:16. The binding affinity (normalized) is 0.0847. (5) The peptide sequence is ALWEIQQVV. The MHC is HLA-A33:01 with pseudo-sequence HLA-A33:01. The binding affinity (normalized) is 0.143. (6) The peptide sequence is GELRKAICL. The MHC is HLA-A02:01 with pseudo-sequence HLA-A02:01. The binding affinity (normalized) is 0.0847.